This data is from Forward reaction prediction with 1.9M reactions from USPTO patents (1976-2016). The task is: Predict the product of the given reaction. (1) Given the reactants [C:1]([CH2:4][C:5]1[CH:13]=[CH:12][C:11]([CH3:14])=[CH:10][C:6]=1[C:7]([OH:9])=[O:8])([OH:3])=[O:2].ClC(Cl)(Cl)C(=N)O[C:19]([CH3:22])([CH3:21])[CH3:20].B(Br)(Br)Br.C([O-])(O)=O.[Na+], predict the reaction product. The product is: [C:5]([O:8][C:7](=[O:9])[C:6]1[CH:10]=[C:11]([CH3:14])[CH:12]=[CH:13][C:5]=1[CH2:4][C:1]([O:3][C:19]([CH3:20])([CH3:21])[CH3:22])=[O:2])([CH3:13])([CH3:6])[CH3:4]. (2) Given the reactants [Cl:1][C:2]1[CH:3]=[N:4][C:5]([N:8]2[CH2:13][CH2:12][CH:11]([C@H:14]3[CH2:16][C@H:15]3[CH2:17][CH2:18][OH:19])[CH2:10][CH2:9]2)=[N:6][CH:7]=1.[N:20]1([C:24](=[O:35])[CH2:25][C:26]2[CH:31]=[CH:30][C:29](O)=[CH:28][C:27]=2[O:33][CH3:34])[CH2:23][CH2:22][CH2:21]1.C1(P(C2C=CC=CC=2)C2C=CC=CC=2)C=CC=CC=1.CC(OC(/N=N/C(OC(C)C)=O)=O)C, predict the reaction product. The product is: [N:20]1([C:24](=[O:35])[CH2:25][C:26]2[CH:31]=[CH:30][C:29]([O:19][CH2:18][CH2:17][C@@H:15]3[CH2:16][C@@H:14]3[CH:11]3[CH2:12][CH2:13][N:8]([C:5]4[N:6]=[CH:7][C:2]([Cl:1])=[CH:3][N:4]=4)[CH2:9][CH2:10]3)=[CH:28][C:27]=2[O:33][CH3:34])[CH2:23][CH2:22][CH2:21]1. (3) Given the reactants Br[CH2:2][C:3]1[CH:8]=[C:7]([Cl:9])[C:6]([Cl:10])=[CH:5][C:4]=1[CH2:11]Br.[NH2:13][C:14]1[CH:19]=[CH:18][CH:17]=[CH:16][C:15]=1/[CH:20]=[CH:21]/[C:22]([O:24][CH3:25])=[O:23].[K], predict the reaction product. The product is: [Cl:9][C:7]1[CH:8]=[C:3]2[C:4](=[CH:5][C:6]=1[Cl:10])[CH2:11][N:13]([C:14]1[CH:19]=[CH:18][CH:17]=[CH:16][C:15]=1/[CH:20]=[CH:21]/[C:22]([O:24][CH3:25])=[O:23])[CH2:2]2. (4) Given the reactants [H-].[Na+].C(OP([CH2:11][C:12]([O:14][CH2:15][CH3:16])=[O:13])(OCC)=O)C.[CH3:17][C:18]1[CH:28]=[C:21]2[C:22]([CH:26]=O)=[CH:23][CH:24]=[CH:25][N:20]2[N:19]=1.O, predict the reaction product. The product is: [CH3:17][C:18]1[CH:28]=[C:21]2[C:22](/[CH:26]=[CH:11]/[C:12]([O:14][CH2:15][CH3:16])=[O:13])=[CH:23][CH:24]=[CH:25][N:20]2[N:19]=1. (5) Given the reactants C[O:2][C:3]([C:5]1[CH:13]=[C:12]2[C:8]([C:9]([CH:32]3[CH2:37][CH2:36][CH2:35][CH2:34][CH2:33]3)=[C:10]([C:23]3[CH:28]=[CH:27][C:26]([NH2:29])=[C:25]([CH:30]=O)[CH:24]=3)[N:11]2[CH2:14][C:15]([N:17]2[CH2:22][CH2:21][O:20][CH2:19][CH2:18]2)=[O:16])=[CH:7][CH:6]=1)=[O:4].[CH3:38][C:39]1[N:40]=[C:41]([C:47]([F:50])([F:49])[F:48])[S:42][C:43]=1[C:44](=O)[CH3:45], predict the reaction product. The product is: [CH:32]1([C:9]2[C:8]3[C:12](=[CH:13][C:5]([C:3]([OH:4])=[O:2])=[CH:6][CH:7]=3)[N:11]([CH2:14][C:15]([N:17]3[CH2:18][CH2:19][O:20][CH2:21][CH2:22]3)=[O:16])[C:10]=2[C:23]2[CH:24]=[C:25]3[C:26](=[CH:27][CH:28]=2)[N:29]=[C:44]([C:43]2[S:42][C:41]([C:47]([F:50])([F:49])[F:48])=[N:40][C:39]=2[CH3:38])[CH:45]=[CH:30]3)[CH2:37][CH2:36][CH2:35][CH2:34][CH2:33]1.